This data is from Catalyst prediction with 721,799 reactions and 888 catalyst types from USPTO. The task is: Predict which catalyst facilitates the given reaction. (1) Reactant: [CH:1]([N:4]1[CH2:9][CH2:8][N:7]([C:10]([C:12]2[CH:13]=[C:14]3[C:18](=[CH:19][CH:20]=2)[NH:17][C:16]([C:21]([OH:23])=O)=[CH:15]3)=[O:11])[CH2:6][CH2:5]1)([CH3:3])[CH3:2].Cl.F[B-](F)(F)F.N1(OC(N(C)C)=[N+](C)C)C2C=CC=CC=2N=N1.[OH:47][CH:48]1[CH2:53][CH2:52][NH:51][CH2:50][CH2:49]1.C(N(CC)C(C)C)(C)C. Product: [OH:47][CH:48]1[CH2:53][CH2:52][N:51]([C:21]([C:16]2[NH:17][C:18]3[C:14]([CH:15]=2)=[CH:13][C:12]([C:10]([N:7]2[CH2:6][CH2:5][N:4]([CH:1]([CH3:3])[CH3:2])[CH2:9][CH2:8]2)=[O:11])=[CH:20][CH:19]=3)=[O:23])[CH2:50][CH2:49]1. The catalyst class is: 9. (2) Product: [CH3:1][C:2]1[CH:7]=[C:6]([CH3:8])[NH:5][C:4](=[O:9])[C:3]=1[CH2:10][NH:11][C:12]([C:14]1[C:15]2[CH:28]=[N:27][N:26]([CH:29]([CH3:31])[CH3:30])[C:16]=2[N:17]=[C:18]([C:20]2[CH2:21][CH2:22][N:23]([C:45]([CH:41]3[CH2:42][CH2:43][CH2:44][NH:39][CH2:40]3)=[O:46])[CH2:24][CH:25]=2)[CH:19]=1)=[O:13]. The catalyst class is: 58. Reactant: [CH3:1][C:2]1[CH:7]=[C:6]([CH3:8])[NH:5][C:4](=[O:9])[C:3]=1[CH2:10][NH:11][C:12]([C:14]1[C:15]2[CH:28]=[N:27][N:26]([CH:29]([CH3:31])[CH3:30])[C:16]=2[N:17]=[C:18]([C:20]2[CH2:21][CH2:22][NH:23][CH2:24][CH:25]=2)[CH:19]=1)=[O:13].CCN(CC)CC.[NH:39]1[CH2:44][CH2:43][CH2:42][CH:41]([C:45](O)=[O:46])[CH2:40]1.C1CN([P+](ON2N=NC3C=CC=CC2=3)(N2CCCC2)N2CCCC2)CC1.F[P-](F)(F)(F)(F)F. (3) Reactant: [CH3:1][N:2]([CH3:22])[S:3]([CH:6]1[CH2:11][CH2:10][N:9](C(OCC2C=CC=CC=2)=O)[CH2:8][CH2:7]1)(=[O:5])=[O:4].[H][H]. Product: [CH3:1][N:2]([CH3:22])[S:3]([CH:6]1[CH2:7][CH2:8][NH:9][CH2:10][CH2:11]1)(=[O:5])=[O:4]. The catalyst class is: 19. (4) Reactant: Br[C:2]1[CH:15]=[CH:14][C:5]2[O:6][C:7]([CH3:13])([CH3:12])[C:8](=[O:11])[N:9]([CH3:10])[C:4]=2[CH:3]=1.[CH3:16][C:17]1([CH3:33])[C:21]([CH3:23])([CH3:22])[O:20][B:19]([B:19]2[O:20][C:21]([CH3:23])([CH3:22])[C:17]([CH3:33])([CH3:16])[O:18]2)[O:18]1.C([O-])(=O)C.[K+]. Product: [CH3:12][C:7]1([CH3:13])[O:6][C:5]2[CH:14]=[CH:15][C:2]([B:19]3[O:20][C:21]([CH3:23])([CH3:22])[C:17]([CH3:33])([CH3:16])[O:18]3)=[CH:3][C:4]=2[N:9]([CH3:10])[C:8]1=[O:11]. The catalyst class is: 75. (5) Reactant: [Br:1][C:2]1[C:11]([NH2:12])=[CH:10][CH:9]=[C:8]2[C:3]=1[CH:4]=[CH:5][CH:6]=[N:7]2.[C:13](O[C:13]([O:15][C:16]([CH3:19])([CH3:18])[CH3:17])=[O:14])([O:15][C:16]([CH3:19])([CH3:18])[CH3:17])=[O:14]. Product: [Br:1][C:2]1[C:11]([NH:12][C:13](=[O:14])[O:15][C:16]([CH3:19])([CH3:18])[CH3:17])=[CH:10][CH:9]=[C:8]2[C:3]=1[CH:4]=[CH:5][CH:6]=[N:7]2. The catalyst class is: 64. (6) Reactant: [CH2:1]([S:3]([C:6]1[CH:7]=[CH:8][C:9]([F:26])=[C:10]([C:12]2[C:13]3[CH:22]=[C:21]([C:23](O)=[O:24])[NH:20][C:14]=3[C:15](=[O:19])[N:16]([CH3:18])[CH:17]=2)[CH:11]=1)(=[O:5])=[O:4])[CH3:2].C(Cl)(=O)C(Cl)=O.CN(C)C=O.[CH2:38]([NH2:40])[CH3:39].O1CCCC1. Product: [CH2:38]([NH:40][C:23]([C:21]1[NH:20][C:14]2[C:15](=[O:19])[N:16]([CH3:18])[CH:17]=[C:12]([C:10]3[CH:11]=[C:6]([S:3]([CH2:1][CH3:2])(=[O:5])=[O:4])[CH:7]=[CH:8][C:9]=3[F:26])[C:13]=2[CH:22]=1)=[O:24])[CH3:39]. The catalyst class is: 4. (7) The catalyst class is: 15. Reactant: [Cl:1][C:2]1[CH:7]=[C:6]([F:8])[C:5]([NH:9]C(=O)OCC)=[C:4]([N+:15]([O-:17])=[O:16])[C:3]=1[F:18].Br. Product: [Cl:1][C:2]1[CH:7]=[C:6]([F:8])[C:5]([NH2:9])=[C:4]([N+:15]([O-:17])=[O:16])[C:3]=1[F:18].